The task is: Predict the product of the given reaction.. This data is from Forward reaction prediction with 1.9M reactions from USPTO patents (1976-2016). (1) Given the reactants [N:1]1[CH:6]=[CH:5][C:4]([C:7]2[CH:8]=[C:9]([CH:16]=[CH:17][CH:18]=2)[CH2:10]OS(C)(=O)=O)=[CH:3][CH:2]=1.[F:19][C:20]1[C:25]([F:26])=[CH:24][CH:23]=[CH:22][C:21]=1[C:27]1[N:35]=[C:30]2[CH:31]=[N:32][NH:33][CH:34]=[C:29]2[N:28]=1, predict the reaction product. The product is: [F:19][C:20]1[C:25]([F:26])=[CH:24][CH:23]=[CH:22][C:21]=1[C:27]1[N:35]=[C:30]2[CH:31]=[N:32][N:33]([CH2:10][C:9]3[CH:16]=[CH:17][CH:18]=[C:7]([C:4]4[CH:5]=[CH:6][N:1]=[CH:2][CH:3]=4)[CH:8]=3)[CH:34]=[C:29]2[N:28]=1. (2) Given the reactants [N-:1]=[N+:2]=[N-:3].[Na+].[C:5]1([N:15]=[C:16]=[S:17])[C:14]2[C:9](=[CH:10][CH:11]=[CH:12][CH:13]=2)[CH:8]=[CH:7][CH:6]=1.Cl, predict the reaction product. The product is: [C:5]1([N:15]2[C:16](=[S:17])[N:1]=[N:2][NH:3]2)[C:14]2[C:9](=[CH:10][CH:11]=[CH:12][CH:13]=2)[CH:8]=[CH:7][CH:6]=1.